Dataset: Reaction yield outcomes from USPTO patents with 853,638 reactions. Task: Predict the reaction yield, written as a fraction of the theoretical maximum amount of product (1.0 means a 100% yield; for example, 0.34 means a 34% yield). (1) The reactants are [CH3:1][S:2]([O:5][C:6]1[CH:11]=[CH:10][C:9]([C:12]2([C:20]3[CH:25]=[CH:24][C:23]([F:26])=[C:22](Br)[CH:21]=3)[C:16](=[O:17])[N:15]([CH3:18])[C:14]([NH2:19])=[N:13]2)=[CH:8][CH:7]=1)(=[O:4])=[O:3].[CH3:28][O:29][C:30]1[CH:37]=[CH:36][C:33]([C:34]#[N:35])=[C:32](B2OC(C)(C)C(C)(C)O2)[CH:31]=1. No catalyst specified. The product is [CH3:1][S:2]([O:5][C:6]1[CH:11]=[CH:10][C:9]([C:12]2([C:20]3[CH:21]=[C:22]([C:36]4[CH:37]=[C:30]([O:29][CH3:28])[CH:31]=[CH:32][C:33]=4[C:34]#[N:35])[C:23]([F:26])=[CH:24][CH:25]=3)[C:16](=[O:17])[N:15]([CH3:18])[C:14]([NH2:19])=[N:13]2)=[CH:8][CH:7]=1)(=[O:4])=[O:3]. The yield is 0.340. (2) The reactants are C[O:2][C:3]([C:5]1([CH2:10][CH2:11][CH2:12][CH2:13][S:14][CH3:15])[CH2:9][CH2:8][CH2:7][CH2:6]1)=[O:4].[OH-].[Na+]. The catalyst is C1COCC1.CO. The product is [CH3:15][S:14][CH2:13][CH2:12][CH2:11][CH2:10][C:5]1([C:3]([OH:4])=[O:2])[CH2:9][CH2:8][CH2:7][CH2:6]1. The yield is 0.920. (3) The reactants are [F:1][C:2]1[C:7]([C:8]2[CH:9]=[C:10]([CH2:13][N:14]([CH3:22])[C:15](=[O:21])[O:16][C:17]([CH3:20])([CH3:19])[CH3:18])[S:11][CH:12]=2)=[CH:6][CH:5]=[CH:4][N:3]=1.[Br:23]N1C(=O)CCC1=O.C(=O)([O-])O.[Na+]. The catalyst is CN(C)C=O. The product is [Br:23][C:12]1[S:11][C:10]([CH2:13][N:14]([CH3:22])[C:15](=[O:21])[O:16][C:17]([CH3:18])([CH3:19])[CH3:20])=[CH:9][C:8]=1[C:7]1[C:2]([F:1])=[N:3][CH:4]=[CH:5][CH:6]=1. The yield is 0.790. (4) The reactants are ClC1C=CC=C(C(OO)=[O:9])C=1.[Cl:12][C:13]1[S:17][N:16]=[C:15]([CH3:18])[C:14]=1[CH2:19][S:20][C:21]1[CH2:25][C:24]([CH3:27])([CH3:26])[O:23][N:22]=1.[OH2:28]. The catalyst is C(Cl)(Cl)Cl. The product is [Cl:12][C:13]1[S:17][N:16]=[C:15]([CH3:18])[C:14]=1[CH2:19][S:20]([C:21]1[CH2:25][C:24]([CH3:27])([CH3:26])[O:23][N:22]=1)(=[O:9])=[O:28]. The yield is 0.470.